Dataset: SARS-CoV-2 main protease (3CLPro) crystallographic fragment screen with 879 compounds. Task: Binary Classification. Given a drug SMILES string, predict its activity (active/inactive) in a high-throughput screening assay against a specified biological target. (1) The molecule is O=C(CCl)N1CCN(Cc2cccc(Cl)c2)CC1. The result is 1 (active). (2) The molecule is CC(C)C(=O)Nc1cccc(C#N)c1. The result is 0 (inactive). (3) The molecule is CCc1nc(-c2ccc(Cl)cc2)no1. The result is 0 (inactive). (4) The molecule is Cl.N#Cc1c[nH]cn1. The result is 0 (inactive). (5) The compound is NCC1CC1. The result is 0 (inactive). (6) The compound is CC(=O)N[C@@H](C)C(=O)NCC#CBr. The result is 0 (inactive).